This data is from Reaction yield outcomes from USPTO patents with 853,638 reactions. The task is: Predict the reaction yield, written as a fraction of the theoretical maximum amount of product (1.0 means a 100% yield; for example, 0.34 means a 34% yield). (1) The reactants are [F:1][C:2]1[CH:3]=[C:4]([CH:35]=[CH:36][C:37]=1[F:38])[CH2:5][N:6]1[C:12](=[O:13])[CH:11]([NH:14][C:15](=[O:34])[C@@H:16]([C@H:19]2[C@@H:24]([OH:25])[C@@H:23](/[CH:26]=[CH:27]/[C:28]([CH3:31])([CH3:30])[CH3:29])[O:22]C(C)(C)[O:20]2)[O:17][CH3:18])[CH2:10][S:9][CH2:8][CH2:7]1.[OH-].[Na+]. The catalyst is C1COCC1.Cl. The product is [F:1][C:2]1[CH:3]=[C:4]([CH:35]=[CH:36][C:37]=1[F:38])[CH2:5][N:6]1[C:12](=[O:13])[CH:11]([NH:14][C:15](=[O:34])[C@H:16]([O:17][CH3:18])[C@H:19]([OH:20])[C@@H:24]([OH:25])[C@H:23]([OH:22])/[CH:26]=[CH:27]/[C:28]([CH3:31])([CH3:29])[CH3:30])[CH2:10][S:9][CH2:8][CH2:7]1. The yield is 0.770. (2) The reactants are C(OC([N:8]1[CH2:13][CH2:12][N:11]([C:14]([C@H:16]2[CH2:21][CH2:20][C@H:19]([CH2:22][N:23]3[C:32](=[O:33])[C:31]4[C:26](=[CH:27][CH:28]=[CH:29][CH:30]=4)[NH:25][C:24]3=[O:34])[CH2:18][CH2:17]2)=[O:15])[CH2:10][CH2:9]1)=O)(C)(C)C.C(Cl)Cl. No catalyst specified. The product is [N:11]1([C:14]([C@H:16]2[CH2:21][CH2:20][C@H:19]([CH2:22][N:23]3[C:32](=[O:33])[C:31]4[C:26](=[CH:27][CH:28]=[CH:29][CH:30]=4)[NH:25][C:24]3=[O:34])[CH2:18][CH2:17]2)=[O:15])[CH2:10][CH2:9][NH:8][CH2:13][CH2:12]1. The yield is 0.630. (3) The reactants are [Cl:1][C:2]1[N:7]=[C:6]([Cl:8])[CH:5]=[C:4](Cl)[N:3]=1.[CH:10]1([C:14]#[N:15])[CH2:13][CH2:12][CH2:11]1.C[Si]([N-][Si](C)(C)C)(C)C.[Li+]. The catalyst is C1COCC1. The product is [Cl:1][C:2]1[N:3]=[C:4]([C:10]2([C:14]#[N:15])[CH2:13][CH2:12][CH2:11]2)[CH:5]=[C:6]([Cl:8])[N:7]=1. The yield is 0.120. (4) The product is [ClH:1].[CH3:2][N:3]1[CH2:16][CH2:15][C:6]2[NH:7][C:8]3[CH:9]=[CH:10][C:11]([CH3:14])=[CH:12][C:13]=3[C:5]=2[CH2:4]1. The reactants are [ClH:1].[CH3:2][N:3]1[CH2:16][CH2:15][C:6]2[NH:7][C:8]3[CH:9]=[CH:10][C:11]([CH3:14])=[CH:12][C:13]=3[C:5]=2[CH2:4]1. The catalyst is CO. The yield is 0.150. (5) The reactants are [F:1][C:2]1[CH:7]=[CH:6][C:5]([CH:8]([NH:21][C:22](=[O:28])[O:23][C:24]([CH3:27])([CH3:26])[CH3:25])[C:9](=[O:20])[C:10]2[CH:15]=[CH:14][CH:13]=[C:12]([C:16]([F:19])([F:18])[F:17])[CH:11]=2)=[CH:4][CH:3]=1.[BH4-].[Na+]. The catalyst is CO. The product is [F:1][C:2]1[CH:7]=[CH:6][C:5]([CH:8]([NH:21][C:22](=[O:28])[O:23][C:24]([CH3:26])([CH3:25])[CH3:27])[CH:9]([OH:20])[C:10]2[CH:15]=[CH:14][CH:13]=[C:12]([C:16]([F:18])([F:19])[F:17])[CH:11]=2)=[CH:4][CH:3]=1. The yield is 0.950.